From a dataset of NCI-60 drug combinations with 297,098 pairs across 59 cell lines. Regression. Given two drug SMILES strings and cell line genomic features, predict the synergy score measuring deviation from expected non-interaction effect. (1) Drug 1: CC1C(C(CC(O1)OC2CC(OC(C2O)C)OC3=CC4=CC5=C(C(=O)C(C(C5)C(C(=O)C(C(C)O)O)OC)OC6CC(C(C(O6)C)O)OC7CC(C(C(O7)C)O)OC8CC(C(C(O8)C)O)(C)O)C(=C4C(=C3C)O)O)O)O. Drug 2: C1CN(P(=O)(OC1)NCCCl)CCCl. Cell line: NCIH23. Synergy scores: CSS=21.6, Synergy_ZIP=-1.09, Synergy_Bliss=-1.15, Synergy_Loewe=-10.0, Synergy_HSA=0.331. (2) Synergy scores: CSS=7.47, Synergy_ZIP=-4.67, Synergy_Bliss=-5.44, Synergy_Loewe=-2.89, Synergy_HSA=-2.08. Drug 2: N.N.Cl[Pt+2]Cl. Drug 1: C1CCN(CC1)CCOC2=CC=C(C=C2)C(=O)C3=C(SC4=C3C=CC(=C4)O)C5=CC=C(C=C5)O. Cell line: LOX IMVI. (3) Drug 1: CC(CN1CC(=O)NC(=O)C1)N2CC(=O)NC(=O)C2. Drug 2: C1=CN(C=N1)CC(O)(P(=O)(O)O)P(=O)(O)O. Cell line: NCI-H226. Synergy scores: CSS=11.7, Synergy_ZIP=-4.76, Synergy_Bliss=-3.76, Synergy_Loewe=-21.4, Synergy_HSA=-2.43. (4) Drug 1: C1CCC(C1)C(CC#N)N2C=C(C=N2)C3=C4C=CNC4=NC=N3. Drug 2: CC12CCC3C(C1CCC2OP(=O)(O)O)CCC4=C3C=CC(=C4)OC(=O)N(CCCl)CCCl.[Na+]. Cell line: HS 578T. Synergy scores: CSS=-3.24, Synergy_ZIP=2.22, Synergy_Bliss=0.703, Synergy_Loewe=-5.88, Synergy_HSA=-5.35.